The task is: Predict the product of the given reaction.. This data is from Forward reaction prediction with 1.9M reactions from USPTO patents (1976-2016). (1) Given the reactants [OH:1][CH2:2][CH2:3][CH2:4][CH2:5][CH2:6][N:7]1[C:15](=[O:16])[C:14]2[C:9](=[CH:10][CH:11]=[CH:12][CH:13]=2)[C:8]1=[O:17].CS(C)=O.C(N(CC)CC)C, predict the reaction product. The product is: [O:17]=[C:8]1[C:9]2[C:14](=[CH:13][CH:12]=[CH:11][CH:10]=2)[C:15](=[O:16])[N:7]1[CH2:6][CH2:5][CH2:4][CH2:3][CH:2]=[O:1]. (2) Given the reactants [CH:1]1([N:4]2[C:8]3[CH:9]=[CH:10][CH:11]=[CH:12][C:7]=3[N:6]=[C:5]2[CH:13](OCC)[O:14]CC)[CH2:3][CH2:2]1.O.CC(C)=O.CCOCC.[ClH:30], predict the reaction product. The product is: [OH2:14].[ClH:30].[CH:1]1([N:4]2[C:8]3[CH:9]=[CH:10][CH:11]=[CH:12][C:7]=3[N:6]=[C:5]2[CH:13]=[O:14])[CH2:3][CH2:2]1. (3) Given the reactants [OH:1][C:2]1[CH:7]=[CH:6][C:5]([S:8][CH2:9][CH2:10][CH2:11][C:12]([OH:14])=O)=[CH:4][CH:3]=1.[CH:15]([O:18][C:19]1[CH:27]=[CH:26][CH:25]=[CH:24][C:20]=1[CH2:21][NH:22][CH3:23])([CH3:17])[CH3:16], predict the reaction product. The product is: [OH:1][C:2]1[CH:3]=[CH:4][C:5]([S:8][CH2:9][CH2:10][CH2:11][C:12]([N:22]([CH2:21][C:20]2[CH:24]=[CH:25][CH:26]=[CH:27][C:19]=2[O:18][CH:15]([CH3:17])[CH3:16])[CH3:23])=[O:14])=[CH:6][CH:7]=1. (4) Given the reactants O[C:2]1[CH:7]=[CH:6][C:5]([CH2:8][C:9](O)=O)=[CH:4][C:3]=1[N+:12]([O-:14])=[O:13].C(Cl)(=O)C(Cl)=O.[C:21](=[O:24])([O-])[O-].[K+].[K+].CI.[F:29][C:30]([F:37])([F:36])[C:31](OCC)=[O:32].C(#[N:40])C, predict the reaction product. The product is: [F:29][C:30]([F:37])([F:36])[C:31]([NH:40][CH2:9][CH2:8][C:5]1[CH:6]=[CH:7][C:2]([O:24][CH3:21])=[C:3]([N+:12]([O-:14])=[O:13])[CH:4]=1)=[O:32]. (5) Given the reactants [O:1]=[C:2]1[NH:7][C:6]2[CH:8]=[C:9]([C:12](=[CH:15][C:16]3[CH:21]=[CH:20][CH:19]=[CH:18][CH:17]=3)[CH:13]=O)[CH:10]=[CH:11][C:5]=2[O:4][CH2:3]1.[NH2:22][C:23](=[S:30])[CH2:24][CH2:25][C:26]([O:28][CH3:29])=[O:27].Cl.CO, predict the reaction product. The product is: [O:1]=[C:2]1[NH:7][C:6]2[CH:8]=[C:9]([C:12]3[CH:15]([C:16]4[CH:21]=[CH:20][CH:19]=[CH:18][CH:17]=4)[S:30][C:23]([CH2:24][CH2:25][C:26]([O:28][CH3:29])=[O:27])=[N:22][CH:13]=3)[CH:10]=[CH:11][C:5]=2[O:4][CH2:3]1. (6) The product is: [ClH:1].[CH3:3][O:4][C:5]([C@:7]1([CH3:16])[CH2:15][C@H:14]2[C@H:9]([CH2:10][CH2:11][CH2:12][CH2:13]2)[NH:8]1)=[O:6]. Given the reactants [ClH:1].Cl.[CH3:3][O:4][C:5]([C@@:7]1([CH3:16])[CH2:15][C@H:14]2[C@H:9]([CH2:10][CH2:11][CH2:12][CH2:13]2)[NH:8]1)=[O:6], predict the reaction product. (7) Given the reactants Br[C:2]1[CH:7]=[C:6]([F:8])[C:5]([CH:9]([CH3:14])[C:10]([O:12][CH3:13])=[O:11])=[C:4]([F:15])[CH:3]=1.[CH3:16][Zn]C, predict the reaction product. The product is: [F:8][C:6]1[CH:7]=[C:2]([CH3:16])[CH:3]=[C:4]([F:15])[C:5]=1[CH:9]([CH3:14])[C:10]([O:12][CH3:13])=[O:11]. (8) Given the reactants IC1C=C2C(C(C=CC3C=CC=CC=3)=NN2COCC[Si](C)(C)C)=CC=1.[CH3:27][N:28]([C:54]1[CH:59]=[CH:58][CH:57]=[CH:56][CH:55]=1)[C:29]1[CH:37]=[C:36]2[C:32]([C:33]([CH:46]=[CH:47][C:48]3[CH:53]=[CH:52][CH:51]=[CH:50][CH:49]=3)=[N:34][N:35]2COCC[Si](C)(C)C)=[CH:31][CH:30]=1.[K+].[Br-], predict the reaction product. The product is: [CH3:27][N:28]([C:54]1[CH:59]=[CH:58][CH:57]=[CH:56][CH:55]=1)[C:29]1[CH:37]=[C:36]2[C:32]([C:33]([CH:46]=[CH:47][C:48]3[CH:53]=[CH:52][CH:51]=[CH:50][CH:49]=3)=[N:34][NH:35]2)=[CH:31][CH:30]=1.